This data is from Forward reaction prediction with 1.9M reactions from USPTO patents (1976-2016). The task is: Predict the product of the given reaction. Given the reactants [CH2:1]([NH:3][CH2:4][CH3:5])[CH3:2].[Cl:6][C:7]1[C:11]([Cl:12])=[C:10]([CH3:13])[NH:9][C:8]=1[C:14]([NH:16][C@@H:17]1[CH2:22][CH2:21][N:20]([C:23]2[S:24][C:25]([C:35]([OH:37])=[O:36])=[C:26]([C:28]([NH:30][CH2:31][CH2:32][O:33][CH3:34])=[O:29])[N:27]=2)[CH2:19][C@@H:18]1[O:38][CH3:39])=[O:15].C(Cl)Cl, predict the reaction product. The product is: [Cl:6][C:7]1[C:11]([Cl:12])=[C:10]([CH3:13])[NH:9][C:8]=1[C:14]([NH:16][C@@H:17]1[CH2:22][CH2:21][N:20]([C:23]2[S:24][C:25]([C:35]([O-:37])=[O:36])=[C:26]([C:28]([NH:30][CH2:31][CH2:32][O:33][CH3:34])=[O:29])[N:27]=2)[CH2:19][C@@H:18]1[O:38][CH3:39])=[O:15].[CH2:1]([NH2+:3][CH2:4][CH3:5])[CH3:2].